From a dataset of Drug-target binding data from BindingDB using Kd measurements. Regression. Given a target protein amino acid sequence and a drug SMILES string, predict the binding affinity score between them. We predict pKd (pKd = -log10(Kd in M); higher means stronger binding). Dataset: bindingdb_kd. (1) The target protein (P00747) has sequence MEHKEVVLLLLLFLKSGQGEPLDDYVNTQGASLFSVTKKQLGAGSIEECAAKCEEDEEFTCRAFQYHSKEQQCVIMAENRKSSIIIRMRDVVLFEKKVYLSECKTGNGKNYRGTMSKTKNGITCQKWSSTSPHRPRFSPATHPSEGLEENYCRNPDNDPQGPWCYTTDPEKRYDYCDILECEEECMHCSGENYDGKISKTMSGLECQAWDSQSPHAHGYIPSKFPNKNLKKNYCRNPDRELRPWCFTTDPNKRWELCDIPRCTTPPPSSGPTYQCLKGTGENYRGNVAVTVSGHTCQHWSAQTPHTHNRTPENFPCKNLDENYCRNPDGKRAPWCHTTNSQVRWEYCKIPSCDSSPVSTEQLAPTAPPELTPVVQDCYHGDGQSYRGTSSTTTTGKKCQSWSSMTPHRHQKTPENYPNAGLTMNYCRNPDADKGPWCFTTDPSVRWEYCNLKKCSGTEASVVAPPPVVLLPDVETPSEEDCMFGNGKGYRGKRATTVTGT.... The pKd is 6.2. The drug is O=c1c(OS(=O)(=O)[O-])c(-c2ccc(OS(=O)(=O)[O-])c(OS(=O)(=O)[O-])c2)oc2cc(OS(=O)(=O)[O-])cc(OCc3ccc(COc4cc(OS(=O)(=O)[O-])cc5oc(-c6ccc(OS(=O)(=O)[O-])c(OS(=O)(=O)[O-])c6)c(OS(=O)(=O)[O-])c(=O)c45)cc3)c12.[Na+].[Na+].[Na+].[Na+].[Na+].[Na+].[Na+].[Na+]. (2) The drug is COc1cccc(COC2C(O)[C@H](O[C@@H]3C(CO)O[C@@H](N=[N+]=[N-])C(NC(=O)c4cccc(OC)c4)C3O)OC(CO)[C@@H]2O)c1. The target protein (P47929) has sequence MSNVPHKSSLPEGIRPGTVLRIRGLVPPNASRFHVNLLCGEEQGSDAALHFNPRLDTSEVVFNSKEQGSWGREERGPGVPFQRGQPFEVLIIASDDGFKAVVGDAQYHHFRHRLPLARVRLVEVGGDVQLDSVRIF. The pKd is 4.1. (3) The drug is COc1ccc2nc(S(=O)Cc3ncc(C)c(OC)c3C)[nH]c2c1. The target protein sequence is MTIKEMPQPKTFGELKNLPLLNTDKPVQALMKIADELGEIFKFEAPGRVTRYLSSQRLIKEACDESRFDKNLSQALKFVRDFFGDGLVTSWTHEKNWKKAHNILLPSFSQQAMKGYHAMMVDIAVQLVQKWERLNADEHIEVPEDMTRLTLDTIGLCGFNYRFNSFYRDQPHPFITSMVRALDEAMNKLQRANPDDPAYDENKRQFQEDIKVMNDLVDKIIADRKASGEQSDDLLTHMLNGKDPETGEPLDDENIRYQIITFLIAGHETTSGLLSFALYFLVKNPHVLQKAAEEAARVLVDPVPSYKQVKQLKYVGMVLNEALRLWPTAPAFSLYAKEDTVLGGEYPLEKGDELMVLIPQLHRDKTIWGDDVEEFRPERFENPSAIPQHAFKPFGNGQRACIGQQFALHEATLVLGMMLKHFDFEDHTNYELDIKETLTLKPEGFVVKAKSKKIPLGGIPSPSTEQSAKKVRKKAENAHNTPLLVLYGSNMGTAEGTARD.... The pKd is 6.7. (4) The drug is Nc1ncnc2c1ncn2[C@@H]1O[C@H](COP(=O)(O)OP(=O)(O)O)[C@@H](O)[C@H]1O. The target protein (P19120) has sequence MSKGPAVGIDLGTTYSCVGVFQHGKVEIIANDQGNRTTPSYVAFTDTERLIGDAAKNQVAMNPTNTVFDAKRLIGRRFDDAVVQSDMKHWPFMVVNDAGRPKVQVEYKGETKSFYPEEVSSMVLTKMKEIAEAYLGKTVTNAVVTVPAYFNDSQRQATKDAGTIAGLNVLRIINEPTAAAIAYGLDKKVGAERNVLIFDLGGGTFDVSILTIEDGIFEVKSTAGDTHLGGEDFDNRMVNHFIAEFKRKHKKDISENKRAVRRLRTACERAKRTLSSSTQASIEIDSLYEGIDFYTSITRARFEELNADLFRGTLDPVEKALRDAKLDKSQIHDIVLVGGSTRIPKIQKLLQDFFNGKELNKSINPDEAVAYGAAVQAAILSGDKSENVQDLLLLDVTPLSLGIETAGGVMTVLIKRNTTIPTKQTQTFTTYSDNQPGVLIQVYEGERAMTKDNNLLGKFELTGIPPAPRGVPQIEVTFDIDANGILNVSAVDKSTGKENK.... The pKd is 7.0. (5) The compound is CCOc1cc2ncc(C#N)c(Nc3ccc(F)c(Cl)c3)c2cc1NC(=O)/C=C/CN(C)C. The target protein sequence is MNKMKNFKRRFSLSVPRTETIEESLAEFTEQFNQLHNRRNENLQLGPLGRDPPQECSTFSPTDSGEEPGQLSPGVQFQRRQNQRRFSMEDVSKRLSLPMDIRLPQEFLQKLQMESPDLPKPLSRMSRRASLSDIGFGKLETYVKLDKLGEGTYATVFKGRSKLTENLVALKEIRLEHEEGAPCTAIREVSLLKNLKHANIVTLHDLIHTDRSLTLVFEYLDSDLKQYLDHCGNLMSMHNVKIFMFQLLRGLAYCHHRKILHRDLKPQNLLINERGELKLADFGLARAKSVPTKTYSNEVVTLWYRPPDVLLGSTEYSTPIDMWGVGCIHYEMATGRPLFPGSTVKEELHLIFRLLGTPTEETWPGVTAFSEFRTYSFPCYLPQPLINHAPRLDTDGIHLLSSLLLYESKSRMSAEAALSHSYFRSLGERVHQLEDTASIFSLKEIQLQKDPGYRGLAFQQPGRGKNRRQSIF. The pKd is 5.0. (6) The drug is CS[C@@H]1O[C@H](CO)[C@H](O)[C@H](n2ccnn2)[C@H]1O. The target protein (O00182) has sequence MAFSGSQAPYLSPAVPFSGTIQGGLQDGLQITVNGTVLSSSGTRFAVNFQTGFSGNDIAFHFNPRFEDGGYVVCNTRQNGSWGPEERKTHMPFQKGMPFDLCFLVQSSDFKVMVNGILFVQYFHRVPFHRVDTISVNGSVQLSYISFQNPRTVPVQPAFSTVPFSQPVCFPPRPRGRRQKPPGVWPANPAPITQTVIHTVQSAPGQMFSTPAIPPMMYPHPAYPMPFITTILGGLYPSKSILLSGTVLPSAQRFHINLCSGNHIAFHLNPRFDENAVVRNTQIDNSWGSEERSLPRKMPFVRGQSFSVWILCEAHCLKVAVDGQHLFEYYHRLRNLPTINRLEVGGDIQLTHVQT. The pKd is 2.3.